From a dataset of Forward reaction prediction with 1.9M reactions from USPTO patents (1976-2016). Predict the product of the given reaction. (1) Given the reactants [CH3:1][O:2][C:3]1[CH:11]=[CH:10][C:6]([C:7]([OH:9])=[O:8])=[C:5]([CH3:12])[CH:4]=1.S(=O)(=O)(O)O.[CH3:18]O, predict the reaction product. The product is: [CH3:18][O:8][C:7](=[O:9])[C:6]1[CH:10]=[CH:11][C:3]([O:2][CH3:1])=[CH:4][C:5]=1[CH3:12]. (2) Given the reactants [NH:1]1[CH:5]=[C:4]([C:6]2[N:11]=[CH:10][C:9]3[CH:12]=[N:13][N:14]([C:15]4[N:20]=[C:19]([N:21]5[CH2:27][CH2:26][CH2:25][N:24](C(OC(C)(C)C)=O)[CH2:23][CH2:22]5)[CH:18]=[CH:17][CH:16]=4)[C:8]=3[CH:7]=2)[CH:3]=[N:2]1.[F:35][CH:36]([F:39])[CH2:37]I, predict the reaction product. The product is: [N:21]1([C:19]2[N:20]=[C:15]([N:14]3[C:8]4[CH:7]=[C:6]([C:4]5[CH:5]=[N:1][N:2]([CH2:37][CH:36]([F:39])[F:35])[CH:3]=5)[N:11]=[CH:10][C:9]=4[CH:12]=[N:13]3)[CH:16]=[CH:17][CH:18]=2)[CH2:27][CH2:26][CH2:25][NH:24][CH2:23][CH2:22]1. (3) Given the reactants Cl[C:2]1[C:3](=[O:15])[N:4](C2CCCCO2)[N:5]=[CH:6][C:7]=1Cl.[CH3:16][O:17][C:18]1[CH:23]=[CH:22][CH:21]=[CH:20][C:19]=1[OH:24].C[O:26][C:27](=[O:36])[CH:28](Br)[CH2:29][CH:30]1[CH2:34][CH2:33][CH2:32][CH2:31]1, predict the reaction product. The product is: [CH:30]1([CH2:29][CH:28]([N:4]2[C:3](=[O:15])[CH:2]=[C:7]([O:24][C:19]3[CH:20]=[CH:21][CH:22]=[CH:23][C:18]=3[O:17][CH3:16])[CH:6]=[N:5]2)[C:27]([OH:26])=[O:36])[CH2:34][CH2:33][CH2:32][CH2:31]1.